From a dataset of Forward reaction prediction with 1.9M reactions from USPTO patents (1976-2016). Predict the product of the given reaction. Given the reactants [N:1]1[C:11]2[NH:10][C:9]3[CH:12]=[CH:13][CH:14]=[CH:15][C:8]=3[C:7](=[O:16])[NH:6][C:5]=2[CH:4]=[CH:3][CH:2]=1.[H-].[Na+].Br[CH2:20][C:21](=[O:30])[CH2:22][CH2:23][C:24]1[CH:29]=[CH:28][CH:27]=[CH:26][CH:25]=1.O, predict the reaction product. The product is: [O:30]=[C:21]([CH2:22][CH2:23][C:24]1[CH:29]=[CH:28][CH:27]=[CH:26][CH:25]=1)[CH2:20][N:6]1[C:7](=[O:16])[C:8]2[CH:15]=[CH:14][CH:13]=[CH:12][C:9]=2[NH:10][C:11]2[N:1]=[CH:2][CH:3]=[CH:4][C:5]1=2.